Dataset: Catalyst prediction with 721,799 reactions and 888 catalyst types from USPTO. Task: Predict which catalyst facilitates the given reaction. Reactant: C(O[C:9]1[C:10]([O:38][CH3:39])=[N:11][C:12]2[C:17]([C:18]=1[Cl:19])=[CH:16][C:15]([C:20]([C:32]1[N:36]([CH3:37])[CH:35]=[N:34][CH:33]=1)([C:22]1[CH:23]=[N:24][C:25]([C:28]([F:31])([F:30])[F:29])=[CH:26][CH:27]=1)[OH:21])=[CH:14][CH:13]=2)C1C=CC=CC=1.[CH3:40][S:41]([C:44]1[CH:49]=[CH:48][C:47](B(O)O)=[CH:46][CH:45]=1)(=[O:43])=[O:42].C([O-])([O-])=O.[K+].[K+]. Product: [Cl:19][C:18]1[C:17]2[C:12](=[CH:13][CH:14]=[C:15]([C:20]([C:32]3[N:36]([CH3:37])[CH:35]=[N:34][CH:33]=3)([C:22]3[CH:23]=[N:24][C:25]([C:28]([F:30])([F:31])[F:29])=[CH:26][CH:27]=3)[OH:21])[CH:16]=2)[N:11]=[C:10]([O:38][CH3:39])[C:9]=1[C:47]1[CH:48]=[CH:49][C:44]([S:41]([CH3:40])(=[O:43])=[O:42])=[CH:45][CH:46]=1. The catalyst class is: 140.